Task: Predict which catalyst facilitates the given reaction.. Dataset: Catalyst prediction with 721,799 reactions and 888 catalyst types from USPTO (1) Reactant: [Cl:1][C:2]1[CH:7]=[CH:6][C:5]([CH:8]([NH:21][CH2:22][C:23]2[CH:28]=[CH:27][C:26]([O:29][CH3:30])=[CH:25][CH:24]=2)[C:9]2[C:10]([CH3:20])=[N:11][N:12]([CH:17]3[CH2:19][CH2:18]3)[C:13]=2[C:14]([O-:16])=[O:15])=[CH:4][CH:3]=1.O[Li].O. Product: [Cl:1][C:2]1[CH:7]=[CH:6][C:5]([CH:8]([NH:21][CH2:22][C:23]2[CH:24]=[CH:25][C:26]([O:29][CH3:30])=[CH:27][CH:28]=2)[C:9]2[C:10]([CH3:20])=[N:11][N:12]([CH:17]3[CH2:18][CH2:19]3)[C:13]=2[C:14]([OH:16])=[O:15])=[CH:4][CH:3]=1. The catalyst class is: 38. (2) Reactant: C(OC([NH:8][CH2:9][C@H:10]1[CH2:15][CH2:14][C@H:13]([C:16]([NH:18][C@H:19]([C:53](=[O:66])[NH:54][C:55]2[CH:60]=[CH:59][C:58]([C:61]3[N:62]=[N:63][NH:64][N:65]=3)=[CH:57][CH:56]=2)[CH2:20][C:21]2[CH:26]=[CH:25][C:24]([C:27]3[CH:32]=[CH:31][C:30]([C:33]([NH:35][CH:36]4[CH2:41][CH2:40][N:39](C(OC(C)(C)C)=O)[CH2:38][CH2:37]4)=[O:34])=[C:29]([C:49]([F:52])([F:51])[F:50])[CH:28]=3)=[CH:23][CH:22]=2)=[O:17])[CH2:12][CH2:11]1)=O)(C)(C)C.[ClH:67]. Product: [ClH:67].[NH2:8][CH2:9][C@H:10]1[CH2:15][CH2:14][C@H:13]([C:16]([NH:18][C@H:19]([C:53](=[O:66])[NH:54][C:55]2[CH:56]=[CH:57][C:58]([C:61]3[N:62]=[N:63][NH:64][N:65]=3)=[CH:59][CH:60]=2)[CH2:20][C:21]2[CH:26]=[CH:25][C:24]([C:27]3[CH:32]=[CH:31][C:30]([C:33]([NH:35][CH:36]4[CH2:37][CH2:38][NH:39][CH2:40][CH2:41]4)=[O:34])=[C:29]([C:49]([F:51])([F:52])[F:50])[CH:28]=3)=[CH:23][CH:22]=2)=[O:17])[CH2:12][CH2:11]1. The catalyst class is: 12. (3) Reactant: Cl[C:2]1[CH:7]=[CH:6][N:5]=[C:4]2[S:8][C:9]([S:18]([C:21]3[CH:26]=[CH:25][C:24]([Cl:27])=[CH:23][CH:22]=3)(=[O:20])=[O:19])=[C:10]([C:11]3[CH:16]=[CH:15][C:14]([Cl:17])=[CH:13][CH:12]=3)[C:3]=12.C([O-])(=[O:30])C.[Na+]. Product: [Cl:27][C:24]1[CH:25]=[CH:26][C:21]([S:18]([C:9]2[S:8][C:4]3=[N:5][CH:6]=[CH:7][C:2]([OH:30])=[C:3]3[C:10]=2[C:11]2[CH:16]=[CH:15][C:14]([Cl:17])=[CH:13][CH:12]=2)(=[O:20])=[O:19])=[CH:22][CH:23]=1. The catalyst class is: 86. (4) Reactant: [CH:1]([N:5]1[C:13]2[C:8](=[C:9]([C:33](=[O:46])[NH:34][CH2:35][C:36]3[C:37]([O:44][CH3:45])=[N:38][N:39]([CH2:42][CH3:43])[C:40]=3[CH3:41])[CH:10]=[C:11]([C:14]3[CH:15]=[CH:16][C:17]([N:20]4[CH2:25][CH2:24][N:23](C(OC(C)(C)C)=O)[CH2:22][CH2:21]4)=[N:18][CH:19]=3)[CH:12]=2)[C:7]([CH3:47])=[CH:6]1)([CH2:3][CH3:4])[CH3:2].C(=O)(O)[O-].[Na+]. Product: [CH:1]([N:5]1[C:13]2[CH:12]=[C:11]([C:14]3[CH:19]=[N:18][C:17]([N:20]4[CH2:25][CH2:24][NH:23][CH2:22][CH2:21]4)=[CH:16][CH:15]=3)[CH:10]=[C:9]([C:33]([NH:34][CH2:35][C:36]3[C:37]([O:44][CH3:45])=[N:38][N:39]([CH2:42][CH3:43])[C:40]=3[CH3:41])=[O:46])[C:8]=2[C:7]([CH3:47])=[CH:6]1)([CH2:3][CH3:4])[CH3:2]. The catalyst class is: 33.